Dataset: NCI-60 drug combinations with 297,098 pairs across 59 cell lines. Task: Regression. Given two drug SMILES strings and cell line genomic features, predict the synergy score measuring deviation from expected non-interaction effect. (1) Synergy scores: CSS=55.1, Synergy_ZIP=-2.25, Synergy_Bliss=-3.91, Synergy_Loewe=-0.950, Synergy_HSA=-1.42. Cell line: HOP-92. Drug 2: N.N.Cl[Pt+2]Cl. Drug 1: C#CCC(CC1=CN=C2C(=N1)C(=NC(=N2)N)N)C3=CC=C(C=C3)C(=O)NC(CCC(=O)O)C(=O)O. (2) Drug 1: C1=CC(=CC=C1CCC2=CNC3=C2C(=O)NC(=N3)N)C(=O)NC(CCC(=O)O)C(=O)O. Drug 2: C1C(C(OC1N2C=NC(=NC2=O)N)CO)O. Cell line: U251. Synergy scores: CSS=41.8, Synergy_ZIP=4.11, Synergy_Bliss=5.07, Synergy_Loewe=-6.82, Synergy_HSA=5.11. (3) Drug 1: C1CCN(CC1)CCOC2=CC=C(C=C2)C(=O)C3=C(SC4=C3C=CC(=C4)O)C5=CC=C(C=C5)O. Drug 2: CC12CCC3C(C1CCC2=O)CC(=C)C4=CC(=O)C=CC34C. Cell line: HOP-92. Synergy scores: CSS=32.2, Synergy_ZIP=0.862, Synergy_Bliss=-6.89, Synergy_Loewe=-3.19, Synergy_HSA=-5.41. (4) Drug 1: CCC1=CC2CC(C3=C(CN(C2)C1)C4=CC=CC=C4N3)(C5=C(C=C6C(=C5)C78CCN9C7C(C=CC9)(C(C(C8N6C)(C(=O)OC)O)OC(=O)C)CC)OC)C(=O)OC.C(C(C(=O)O)O)(C(=O)O)O. Drug 2: C1=C(C(=O)NC(=O)N1)N(CCCl)CCCl. Cell line: UACC-257. Synergy scores: CSS=30.2, Synergy_ZIP=-7.68, Synergy_Bliss=1.84, Synergy_Loewe=-15.5, Synergy_HSA=2.57. (5) Drug 1: CC12CCC3C(C1CCC2=O)CC(=C)C4=CC(=O)C=CC34C. Drug 2: CC(C)CN1C=NC2=C1C3=CC=CC=C3N=C2N. Cell line: OVCAR-8. Synergy scores: CSS=56.9, Synergy_ZIP=0.957, Synergy_Bliss=1.23, Synergy_Loewe=1.32, Synergy_HSA=0.661. (6) Drug 1: CN(C)C1=NC(=NC(=N1)N(C)C)N(C)C. Drug 2: CC1=C2C(C(=O)C3(C(CC4C(C3C(C(C2(C)C)(CC1OC(=O)C(C(C5=CC=CC=C5)NC(=O)OC(C)(C)C)O)O)OC(=O)C6=CC=CC=C6)(CO4)OC(=O)C)O)C)O. Cell line: MCF7. Synergy scores: CSS=23.7, Synergy_ZIP=2.72, Synergy_Bliss=1.13, Synergy_Loewe=-31.0, Synergy_HSA=-1.45. (7) Drug 1: CC1CCC2CC(C(=CC=CC=CC(CC(C(=O)C(C(C(=CC(C(=O)CC(OC(=O)C3CCCCN3C(=O)C(=O)C1(O2)O)C(C)CC4CCC(C(C4)OC)OCCO)C)C)O)OC)C)C)C)OC. Drug 2: C#CCC(CC1=CN=C2C(=N1)C(=NC(=N2)N)N)C3=CC=C(C=C3)C(=O)NC(CCC(=O)O)C(=O)O. Cell line: NCIH23. Synergy scores: CSS=37.0, Synergy_ZIP=-1.65, Synergy_Bliss=-3.77, Synergy_Loewe=-5.48, Synergy_HSA=-2.42. (8) Drug 1: CCCCC(=O)OCC(=O)C1(CC(C2=C(C1)C(=C3C(=C2O)C(=O)C4=C(C3=O)C=CC=C4OC)O)OC5CC(C(C(O5)C)O)NC(=O)C(F)(F)F)O. Drug 2: C#CCC(CC1=CN=C2C(=N1)C(=NC(=N2)N)N)C3=CC=C(C=C3)C(=O)NC(CCC(=O)O)C(=O)O. Cell line: A549. Synergy scores: CSS=45.0, Synergy_ZIP=-0.268, Synergy_Bliss=-2.27, Synergy_Loewe=-1.98, Synergy_HSA=-3.02. (9) Drug 1: CC1=CC2C(CCC3(C2CCC3(C(=O)C)OC(=O)C)C)C4(C1=CC(=O)CC4)C. Drug 2: C1=NC(=NC(=O)N1C2C(C(C(O2)CO)O)O)N. Cell line: NCI-H460. Synergy scores: CSS=13.0, Synergy_ZIP=-3.92, Synergy_Bliss=2.40, Synergy_Loewe=-24.9, Synergy_HSA=1.59. (10) Drug 1: CC1C(C(CC(O1)OC2CC(OC(C2O)C)OC3=CC4=CC5=C(C(=O)C(C(C5)C(C(=O)C(C(C)O)O)OC)OC6CC(C(C(O6)C)O)OC7CC(C(C(O7)C)O)OC8CC(C(C(O8)C)O)(C)O)C(=C4C(=C3C)O)O)O)O. Drug 2: C(=O)(N)NO. Cell line: SF-268. Synergy scores: CSS=29.7, Synergy_ZIP=0.456, Synergy_Bliss=0.387, Synergy_Loewe=-43.7, Synergy_HSA=-1.27.